Dataset: Full USPTO retrosynthesis dataset with 1.9M reactions from patents (1976-2016). Task: Predict the reactants needed to synthesize the given product. (1) Given the product [Cl:41][C:28]1[CH:29]=[C:30]([CH:35]([CH2:37][C:38](=[O:40])[CH3:39])[CH3:36])[C:31]([C:32]#[N:33])=[CH:34][C:27]=1[NH:26][C:2]1[N:7]=[C:6]([N:8]([CH:18]2[CH2:20][CH2:19]2)[CH2:9][C:10]2[CH:11]=[CH:12][C:13]([O:16][CH3:17])=[CH:14][CH:15]=2)[C:5]2=[N:21][CH:22]=[C:23]([C:24]#[N:25])[N:4]2[N:3]=1, predict the reactants needed to synthesize it. The reactants are: Cl[C:2]1[N:7]=[C:6]([N:8]([CH:18]2[CH2:20][CH2:19]2)[CH2:9][C:10]2[CH:15]=[CH:14][C:13]([O:16][CH3:17])=[CH:12][CH:11]=2)[C:5]2=[N:21][CH:22]=[C:23]([C:24]#[N:25])[N:4]2[N:3]=1.[NH2:26][C:27]1[C:28]([Cl:41])=[CH:29][C:30]([CH:35]([CH2:37][C:38](=[O:40])[CH3:39])[CH3:36])=[C:31]([CH:34]=1)[C:32]#[N:33].CC1(C)C2C(=C(P(C3C=CC=CC=3)C3C=CC=CC=3)C=CC=2)OC2C(P(C3C=CC=CC=3)C3C=CC=CC=3)=CC=CC1=2.C(=O)([O-])[O-].[Cs+].[Cs+]. (2) The reactants are: C([O:5][C:6]([C:8]1[S:9][C:10]([C:24]2[CH:28]=[CH:27][N:26](S(=O)(=O)N(C)C)[N:25]=2)=[CH:11][C:12]=1[NH:13][S:14]([C:17]1[C:18]([CH3:23])=[CH:19][CH:20]=[CH:21][CH:22]=1)(=[O:16])=[O:15])=[O:7])(C)(C)C.Cl. Given the product [NH:26]1[CH:27]=[CH:28][C:24]([C:10]2[S:9][C:8]([C:6]([OH:7])=[O:5])=[C:12]([NH:13][S:14]([C:17]3[C:18]([CH3:23])=[CH:19][CH:20]=[CH:21][CH:22]=3)(=[O:16])=[O:15])[CH:11]=2)=[N:25]1, predict the reactants needed to synthesize it. (3) The reactants are: [F:1][C:2]1[CH:3]=[C:4]([S:8]([C:11]2[CH:16]=[CH:15][C:14]3[C:17]4[CH2:22][CH2:21][NH:20][C:19]([CH2:24][N:25]5C(=O)C6C(=CC=CC=6)C5=O)([CH3:23])[C:18]=4[O:36][C:13]=3[CH:12]=2)(=[O:10])=[O:9])[CH:5]=[CH:6][CH:7]=1.C(O)C.O.NN. Given the product [F:1][C:2]1[CH:3]=[C:4]([S:8]([C:11]2[CH:16]=[CH:15][C:14]3[C:17]4[CH2:22][CH2:21][NH:20][C:19]([CH2:24][NH2:25])([CH3:23])[C:18]=4[O:36][C:13]=3[CH:12]=2)(=[O:9])=[O:10])[CH:5]=[CH:6][CH:7]=1, predict the reactants needed to synthesize it. (4) Given the product [CH2:1]([O:3][C:4]1[CH:9]=[CH:8][C:7]([C:10]2[CH:15]=[CH:14][C:13]([CH:26]=[O:28])=[C:12]([F:16])[C:11]=2[F:17])=[C:6]([F:18])[C:5]=1[F:19])[CH3:2], predict the reactants needed to synthesize it. The reactants are: [CH2:1]([O:3][C:4]1[CH:9]=[CH:8][C:7]([C:10]2[CH:15]=[CH:14][CH:13]=[C:12]([F:16])[C:11]=2[F:17])=[C:6]([F:18])[C:5]=1[F:19])[CH3:2].C([Li])(CC)C.Cl.[C:26](OCC)(=[O:28])C. (5) Given the product [Br:1][C:2]1[CH:3]=[C:4]([CH2:21][OH:22])[C:5]([N:8]2[CH2:13][CH2:12][N:11]([C:14]([O:16][C:17]([CH3:18])([CH3:20])[CH3:19])=[O:15])[CH2:10][CH2:9]2)=[N:6][CH:7]=1, predict the reactants needed to synthesize it. The reactants are: [Br:1][C:2]1[CH:3]=[C:4]([CH:21]=[O:22])[C:5]([N:8]2[CH2:13][CH2:12][N:11]([C:14]([O:16][C:17]([CH3:20])([CH3:19])[CH3:18])=[O:15])[CH2:10][CH2:9]2)=[N:6][CH:7]=1.[BH4-].[Na+]. (6) Given the product [CH2:1]([O:3][C:4](=[O:23])[NH:5][C:6]1[CH:11]=[CH:10][CH:9]=[C:8]([CH2:12][N:13]2[C:18](=[O:19])[CH:17]=[CH:16][C:15]([C:20]3[S:22][CH:37]=[C:35]([C:32]4[CH:33]=[CH:34][C:29]([N:27]5[CH2:28][CH2:24][CH2:25][CH2:26]5)=[CH:30][CH:31]=4)[N:21]=3)=[N:14]2)[CH:7]=1)[CH3:2], predict the reactants needed to synthesize it. The reactants are: [CH2:1]([O:3][C:4](=[O:23])[NH:5][C:6]1[CH:11]=[CH:10][CH:9]=[C:8]([CH2:12][N:13]2[C:18](=[O:19])[CH:17]=[CH:16][C:15]([C:20](=[S:22])[NH2:21])=[N:14]2)[CH:7]=1)[CH3:2].[CH2:24]1[CH2:28][N:27]([C:29]2[CH:34]=[CH:33][C:32]([C:35]([CH2:37]Br)=O)=[CH:31][CH:30]=2)[CH2:26][CH2:25]1. (7) Given the product [CH3:24][C:21]1([CH3:25])[N:22]([O:23])[C:17]([CH3:26])([CH3:16])[CH2:18][CH:19]([O:3][CH3:2])[CH2:20]1, predict the reactants needed to synthesize it. The reactants are: C[C:2](NC1CC(C)(C)N([O])C(C)(C)C1)=[O:3].[CH3:16][C:17]1([CH3:26])[N:22]([O:23])[C:21]([CH3:25])([CH3:24])[CH2:20][CH2:19][CH2:18]1.